From a dataset of Forward reaction prediction with 1.9M reactions from USPTO patents (1976-2016). Predict the product of the given reaction. (1) Given the reactants [H-].[Na+].[C:3]([N:22]1[CH:26]=[C:25]([CH2:27][CH2:28][CH2:29][CH2:30][C:31]2[CH:36]=[CH:35][C:34]([OH:37])=[CH:33][CH:32]=2)[N:24]=[N:23]1)([C:16]1[CH:21]=[CH:20][CH:19]=[CH:18][CH:17]=1)([C:10]1[CH:15]=[CH:14][CH:13]=[CH:12][CH:11]=1)[C:4]1[CH:9]=[CH:8][CH:7]=[CH:6][CH:5]=1.Cl[CH2:39][C:40]1[N:41]=[C:42]([CH:45]=[CH:46][C:47]2[CH:52]=[CH:51][C:50]([S:53]([F:58])([F:57])([F:56])([F:55])[F:54])=[CH:49][CH:48]=2)[O:43][CH:44]=1.O, predict the reaction product. The product is: [F:56][S:53]([F:54])([F:55])([F:57])([F:58])[C:50]1[CH:51]=[CH:52][C:47](/[CH:46]=[CH:45]/[C:42]2[O:43][CH:44]=[C:40]([CH2:39][O:37][C:34]3[CH:33]=[CH:32][C:31]([CH2:30][CH2:29][CH2:28][CH2:27][C:25]4[N:24]=[N:23][N:22]([C:3]([C:4]5[CH:5]=[CH:6][CH:7]=[CH:8][CH:9]=5)([C:16]5[CH:21]=[CH:20][CH:19]=[CH:18][CH:17]=5)[C:10]5[CH:11]=[CH:12][CH:13]=[CH:14][CH:15]=5)[CH:26]=4)=[CH:36][CH:35]=3)[N:41]=2)=[CH:48][CH:49]=1. (2) Given the reactants [CH3:1][S:2]([OH:5])(=[O:4])=[O:3].[CH2:6]([O:12][C:13]([NH:15][C:16](=[NH:51])[C:17]1[CH:22]=[CH:21][C:20]([NH:23][CH2:24][C:25]2[N:29]([CH3:30])[C:28]3[CH:31]=[CH:32][C:33]([C:35]([N:37]([C:45]4[CH:50]=[CH:49][CH:48]=[CH:47][N:46]=4)[CH2:38][CH2:39][C:40]([O:42][CH2:43][CH3:44])=[O:41])=[O:36])=[CH:34][C:27]=3[N:26]=2)=[CH:19][CH:18]=1)=[O:14])[CH2:7][CH2:8][CH2:9][CH2:10][CH3:11], predict the reaction product. The product is: [CH3:1][S:2]([OH:5])(=[O:4])=[O:3].[CH2:6]([O:12][C:13]([NH:15][C:16](=[NH:51])[C:17]1[CH:22]=[CH:21][C:20]([NH:23][CH2:24][C:25]2[N:29]([CH3:30])[C:28]3[CH:31]=[CH:32][C:33]([C:35]([N:37]([C:45]4[CH:50]=[CH:49][CH:48]=[CH:47][N:46]=4)[CH2:38][CH2:39][C:40]([O:42][CH2:43][CH3:44])=[O:41])=[O:36])=[CH:34][C:27]=3[N:26]=2)=[CH:19][CH:18]=1)=[O:14])[CH2:7][CH2:8][CH2:9][CH2:10][CH3:11].